This data is from Human liver microsome stability data. The task is: Regression/Classification. Given a drug SMILES string, predict its absorption, distribution, metabolism, or excretion properties. Task type varies by dataset: regression for continuous measurements (e.g., permeability, clearance, half-life) or binary classification for categorical outcomes (e.g., BBB penetration, CYP inhibition). Dataset: hlm. (1) The drug is CCC(CC)Nc1cc(C)nc(Oc2c(C)cc(Cl)cc2C)c1C. The result is 1 (stable in human liver microsomes). (2) The molecule is Cc1cnc(NCCc2ccc(F)c(F)c2)c(=O)n1CC(=O)NCCON=C(N)N. The result is 1 (stable in human liver microsomes). (3) The molecule is O=C(NCc1ccc(Cl)cc1Cl)c1ccc(O)nc1. The result is 0 (unstable in human liver microsomes). (4) The compound is CC(C)(C)[C@H]1C(=O)C(=C2NS(=O)(=O)c3cc(NS(C)(=O)=O)ccc32)C(=O)N1Cc1ccc(F)c(Cl)c1. The result is 0 (unstable in human liver microsomes). (5) The compound is Cn1nc(-c2ccc(OCCCN3CCCCC3)cc2)c2ccccc2c1=O. The result is 0 (unstable in human liver microsomes). (6) The compound is CS(=O)(=O)c1ccc(-c2cccc(-c3ccnc4c(C(F)(F)F)cccc34)c2)cc1. The result is 0 (unstable in human liver microsomes). (7) The compound is CSc1nc2ccccn2c(=N)c1S(=O)(=O)c1ccc(C(C)(C)C)cc1. The result is 1 (stable in human liver microsomes).